The task is: Predict the reactants needed to synthesize the given product.. This data is from Full USPTO retrosynthesis dataset with 1.9M reactions from patents (1976-2016). (1) Given the product [NH2:42][C:43]1[N:51]=[C:50]2[C:46]([N:47]=[CH:48][N:49]2[CH2:54][CH2:55][C:56]([C:57]([O:59][CH2:60][CH3:61])=[O:58])([C:67]([O:69][CH2:70][CH3:71])=[O:68])[C:62]([O:64][CH2:65][CH3:66])=[O:63])=[C:45]([Cl:52])[N:44]=1, predict the reactants needed to synthesize it. The reactants are: C(OCC(COC(=O)C)CCN1C=NC2C1=NC(N)=NC=2)(=O)C.OCC(CO)CCN1C=NC2C(=O)NC(N)=NC1=2.[NH2:42][C:43]1[N:51]=[C:50]2[C:46]([NH:47][CH:48]=[N:49]2)=[C:45]([Cl:52])[N:44]=1.Br[CH2:54][CH2:55][C:56]([C:67]([O:69][CH2:70][CH3:71])=[O:68])([C:62]([O:64][CH2:65][CH3:66])=[O:63])[C:57]([O:59][CH2:60][CH3:61])=[O:58]. (2) Given the product [CH3:2][CH2:1][N:3]([C:24]([C:12]1[C:13](=[O:23])[N:14]([CH3:22])[C:15]2[CH:16]=[CH:17][CH:18]=[C:19]([Cl:21])[C:20]=2[C:11]=1[OH:10])=[O:25])[C:4]1[CH:9]=[CH:8][CH:7]=[CH:6][CH:5]=1, predict the reactants needed to synthesize it. The reactants are: [CH2:1]([NH:3][C:4]1[CH:9]=[CH:8][CH:7]=[CH:6][CH:5]=1)[CH3:2].[OH:10][C:11]1[C:20]2[C:15](=[CH:16][CH:17]=[CH:18][C:19]=2[Cl:21])[N:14]([CH3:22])[C:13](=[O:23])[C:12]=1[C:24](O)=[O:25].C(N(CC)CC)C.S(Cl)(Cl)=O. (3) Given the product [CH3:22][O:21][C:16]1[CH:17]=[CH:18][CH:19]=[CH:20][C:15]=1[C:12]1[O:11][C:10]([CH2:9][CH2:8][NH2:7])=[N:14][N:13]=1, predict the reactants needed to synthesize it. The reactants are: C(OC(=O)[NH:7][CH2:8][CH2:9][C:10]1[O:11][C:12]([C:15]2[CH:20]=[CH:19][CH:18]=[CH:17][C:16]=2[O:21][CH3:22])=[N:13][N:14]=1)(C)(C)C.FC(F)(F)C(O)=O. (4) The reactants are: [Cl:1][C:2]1[CH:3]=[C:4]([O:12][C:13]2[CH:20]=[CH:19][C:16]([CH:17]=O)=[CH:15][CH:14]=2)[CH:5]=[C:6]([C:8]([F:11])([F:10])[F:9])[CH:7]=1.[H-].[Na+].[CH2:23]1COCC1. Given the product [Cl:1][C:2]1[CH:7]=[C:6]([C:8]([F:11])([F:10])[F:9])[CH:5]=[C:4]([O:12][C:13]2[CH:20]=[CH:19][C:16]([CH:17]=[CH2:23])=[CH:15][CH:14]=2)[CH:3]=1, predict the reactants needed to synthesize it. (5) Given the product [I-:2].[CH2:22]([C:18]1[C:19]2[C:14](=[S+:13][C:12]3[C:21]([N:20]=2)=[C:8]([CH2:6][CH3:7])[CH:9]=[C:10]([N:82]2[CH2:83][CH2:84][N:79]([S:85](=[O:87])(=[O:86])[NH2:88])[CH2:80][CH2:81]2)[CH:11]=3)[CH:15]=[C:16]([N:96]2[CH2:101][CH2:100][O:99][CH2:98][CH2:97]2)[CH:17]=1)[CH3:23], predict the reactants needed to synthesize it. The reactants are: O.[I-:2].[I-:2].[I-:2].[I-:2].[CH2:6]([C:8]1[C:21]2[C:12](=[S+:13][C:14]3[C:19]([N:20]=2)=[C:18]([CH2:22][CH3:23])[CH:17]=[CH:16][CH:15]=3)[CH:11]=[CH:10][CH:9]=1)[CH3:7].[CH2:22]([C:18]1[C:19]2[C:14](=[S+:13][C:12]3[C:21]([N:20]=2)=[C:8]([CH2:6][CH3:7])[CH:9]=[CH:10][CH:11]=3)[CH:15]=[CH:16][CH:17]=1)[CH3:23].[CH2:22]([C:18]1[C:19]2[C:14](=[S+:13][C:12]3[C:21]([N:20]=2)=[C:8]([CH2:6][CH3:7])[CH:9]=[CH:10][CH:11]=3)[CH:15]=[CH:16][CH:17]=1)[CH3:23].[CH2:22]([C:18]1[C:19]2[C:14](=[S+:13][C:12]3[C:21]([N:20]=2)=[C:8]([CH2:6][CH3:7])[CH:9]=[CH:10][CH:11]=3)[CH:15]=[CH:16][CH:17]=1)[CH3:23].Cl.[N:79]1([S:85]([NH2:88])(=[O:87])=[O:86])[CH2:84][CH2:83][NH:82][CH2:81][CH2:80]1.C(N(CC)CC)C.[NH:96]1[CH2:101][CH2:100][O:99][CH2:98][CH2:97]1. (6) The reactants are: [BH4-].[Na+].[C:3]([C:6]1[CH:7]=[C:8]([CH:25]=[CH:26][CH:27]=1)[C:9]([NH:11][C:12]1[C:16]2[CH:17]=[C:18]([F:21])[CH:19]=[CH:20][C:15]=2[O:14][C:13]=1[C:22]([NH2:24])=[O:23])=[O:10])(=[O:5])[CH3:4].O1CCCC1.CO. Given the product [F:21][C:18]1[CH:19]=[CH:20][C:15]2[O:14][C:13]([C:22]([NH2:24])=[O:23])=[C:12]([NH:11][C:9](=[O:10])[C:8]3[CH:25]=[CH:26][CH:27]=[C:6]([CH:3]([OH:5])[CH3:4])[CH:7]=3)[C:16]=2[CH:17]=1, predict the reactants needed to synthesize it. (7) Given the product [F:23][C:24]1[CH:29]=[C:28]([N+:30]([O-:32])=[O:31])[CH:27]=[CH:26][C:25]=1[O:33][C:2]1[C:7]2=[CH:8][C:9]([C:11]3[CH:16]=[CH:15][N:14]=[C:13]([N:17]4[CH2:22][CH2:21][O:20][CH2:19][CH2:18]4)[CH:12]=3)=[CH:10][N:6]2[N:5]=[CH:4][N:3]=1, predict the reactants needed to synthesize it. The reactants are: Cl[C:2]1[C:7]2=[CH:8][C:9]([C:11]3[CH:16]=[CH:15][N:14]=[C:13]([N:17]4[CH2:22][CH2:21][O:20][CH2:19][CH2:18]4)[CH:12]=3)=[CH:10][N:6]2[N:5]=[CH:4][N:3]=1.[F:23][C:24]1[CH:29]=[C:28]([N+:30]([O-:32])=[O:31])[CH:27]=[CH:26][C:25]=1[OH:33].C1N2CCN(CC2)C1. (8) Given the product [Cl:1][C:2]1[N:7]=[C:6]([S:12][C:13]#[N:14])[C:5]([N+:9]([O-:11])=[O:10])=[CH:4][N:3]=1, predict the reactants needed to synthesize it. The reactants are: [Cl:1][C:2]1[N:7]=[C:6](Cl)[C:5]([N+:9]([O-:11])=[O:10])=[CH:4][N:3]=1.[S-:12][C:13]#[N:14].[K+].O. (9) Given the product [CH3:41][C:13]1[CH:14]=[C:15]2[C:20](=[C:21]([N:22]3[CH2:28][CH2:27][CH2:26][N:25]([CH2:29][C:30]4[CH:34]=[CH:33][N:32]([C:35]5[CH:36]=[CH:37][CH:38]=[CH:39][CH:40]=5)[N:31]=4)[CH2:24][CH2:23]3)[C:12]=1[O:11][CH2:10][C:9]([N:7]1[CH2:6][CH:5]([C:3]([OH:4])=[O:2])[CH2:8]1)=[O:42])[N:19]=[CH:18][CH:17]=[CH:16]2, predict the reactants needed to synthesize it. The reactants are: C[O:2][C:3]([CH:5]1[CH2:8][N:7]([C:9](=[O:42])[CH2:10][O:11][C:12]2[C:21]([N:22]3[CH2:28][CH2:27][CH2:26][N:25]([CH2:29][C:30]4[CH:34]=[CH:33][N:32]([C:35]5[CH:40]=[CH:39][CH:38]=[CH:37][CH:36]=5)[N:31]=4)[CH2:24][CH2:23]3)=[C:20]3[C:15]([CH:16]=[CH:17][CH:18]=[N:19]3)=[CH:14][C:13]=2[CH3:41])[CH2:6]1)=[O:4].[OH-].[Na+].Cl. (10) Given the product [C:12]([O:16][C:17]([N:19]1[CH2:20][CH2:21][CH:22]([CH2:25][CH2:26][S:9][C:6]2[CH:7]=[CH:8][C:3]([S:2][CH3:1])=[CH:4][CH:5]=2)[CH2:23][CH2:24]1)=[O:18])([CH3:13])([CH3:14])[CH3:15], predict the reactants needed to synthesize it. The reactants are: [CH3:1][S:2][C:3]1[CH:8]=[CH:7][C:6]([SH:9])=[CH:5][CH:4]=1.[H-].[Na+].[C:12]([O:16][C:17]([N:19]1[CH2:24][CH2:23][CH:22]([CH2:25][CH2:26]OS(C2C=CC(C)=CC=2)(=O)=O)[CH2:21][CH2:20]1)=[O:18])([CH3:15])([CH3:14])[CH3:13].